Dataset: Forward reaction prediction with 1.9M reactions from USPTO patents (1976-2016). Task: Predict the product of the given reaction. The product is: [CH2:1]([C:6]1[N:11]=[CH:10][C:9]([C:12]([N:14]2[CH2:19][C@@H:18]3[CH2:20][C@H:15]2[CH2:16][N:17]3[C@H:21]([C:23]2[CH:28]=[CH:27][C:26]([O:29][CH2:30][CH2:31][CH3:32])=[C:25]([CH3:33])[C:24]=2[CH3:34])[CH3:22])=[O:13])=[CH:8][CH:7]=1)[CH3:2]. Given the reactants [CH3:1][CH2:2][Mg+].[Br-].Cl[C:6]1[N:11]=[CH:10][C:9]([C:12]([N:14]2[CH2:19][C@@H:18]3[CH2:20][C@H:15]2[CH2:16][N:17]3[C@H:21]([C:23]2[CH:28]=[CH:27][C:26]([O:29][CH2:30][CH2:31][CH3:32])=[C:25]([CH3:33])[C:24]=2[CH3:34])[CH3:22])=[O:13])=[CH:8][CH:7]=1, predict the reaction product.